Task: Predict which catalyst facilitates the given reaction.. Dataset: Catalyst prediction with 721,799 reactions and 888 catalyst types from USPTO (1) Reactant: [C:1]([C:3]1[CH:4]=[C:5]2[C:10](=[CH:11][CH:12]=1)[N:9]=[C:8]([NH:13][C:14]1[CH:19]=[C:18]([O:20][C@H:21]3[CH2:25][CH2:24][NH:23][CH2:22]3)[CH:17]=[C:16]([C:26]3[CH:27]=[N:28][N:29]([CH3:31])[CH:30]=3)[CH:15]=1)[N:7]=[CH:6]2)#[CH:2].C(N(CC)CC)C.O([CH2:47][C:48]([F:51])([F:50])[F:49])S(C(F)(F)F)(=O)=O. Product: [C:1]([C:3]1[CH:4]=[C:5]2[C:10](=[CH:11][CH:12]=1)[N:9]=[C:8]([NH:13][C:14]1[CH:19]=[C:18]([O:20][C@H:21]3[CH2:25][CH2:24][N:23]([CH2:47][C:48]([F:51])([F:50])[F:49])[CH2:22]3)[CH:17]=[C:16]([C:26]3[CH:27]=[N:28][N:29]([CH3:31])[CH:30]=3)[CH:15]=1)[N:7]=[CH:6]2)#[CH:2]. The catalyst class is: 1. (2) Reactant: [Br:1][C:2]1[CH:3]=[C:4]([C:11]([O:13][CH2:14][CH3:15])=[O:12])[C:5]2[CH:10]=[N:9][NH:8][C:6]=2[N:7]=1.C([O-])([O-])=O.[K+].[K+].Br[CH:23]1[CH2:28][CH2:27][O:26][CH2:25][CH2:24]1. The catalyst class is: 10. Product: [Br:1][C:2]1[CH:3]=[C:4]([C:11]([O:13][CH2:14][CH3:15])=[O:12])[C:5]2[CH:10]=[N:9][N:8]([CH:23]3[CH2:28][CH2:27][O:26][CH2:25][CH2:24]3)[C:6]=2[N:7]=1. (3) Reactant: [O:1]1[CH2:6][CH2:5][CH:4]([CH:7]2[C:16]3[C:11](=[CH:12][CH:13]=[CH:14][CH:15]=3)[NH:10][C:9](=O)[CH2:8]2)[CH2:3][CH2:2]1.O1CCCC1.B. Product: [O:1]1[CH2:6][CH2:5][CH:4]([CH:7]2[C:16]3[C:11](=[CH:12][CH:13]=[CH:14][CH:15]=3)[NH:10][CH2:9][CH2:8]2)[CH2:3][CH2:2]1. The catalyst class is: 1. (4) Reactant: BrBr.[OH-].[Na+].[C:5]([C@H:8]1CC[CH2:10][C@H:9]1C(O)=O)(=O)[NH2:6].Cl.[C:17]([OH:20])(=[O:19])[CH3:18]. Product: [NH2:6][C@H:5]1[CH2:8][CH2:9][CH2:10][C@H:18]1[C:17]([OH:20])=[O:19]. The catalyst class is: 6.